Dataset: Forward reaction prediction with 1.9M reactions from USPTO patents (1976-2016). Task: Predict the product of the given reaction. (1) Given the reactants O=[C:2]1[CH2:6][CH2:5][CH2:4][CH:3]1[C:7]([O:9][CH2:10][CH3:11])=[O:8].[CH2:12]([NH2:17])[CH2:13][CH:14]([CH3:16])[CH3:15], predict the reaction product. The product is: [CH2:10]([O:9][C:7]([C:3]1[CH2:4][CH2:5][CH2:6][C:2]=1[NH:17][CH2:12][CH2:13][CH:14]([CH3:16])[CH3:15])=[O:8])[CH3:11]. (2) Given the reactants [Cl:1][C:2]1[CH:7]=[CH:6][CH:5]=[CH:4][C:3]=1[N:8]1[C:12]([C:13]2[CH:18]=[CH:17][C:16]([O:19][CH2:20][C:21]([F:24])([F:23])[F:22])=[CH:15][N:14]=2)=[N:11][N:10]=[C:9]1[CH:25]=[CH:26][C:27](O)=[O:28].C(Cl)(=O)C(Cl)=O.[C:36]([C:38]1[CH:47]=[CH:46][C:41]([C:42]([NH:44][NH2:45])=O)=[CH:40][CH:39]=1)#[N:37].C1(P(C2C=CC=CC=2)C2C=CC=CC=2)C=CC=CC=1.C(Br)(Br)(Br)Br, predict the reaction product. The product is: [Cl:1][C:2]1[CH:7]=[CH:6][CH:5]=[CH:4][C:3]=1[N:8]1[C:12]([C:13]2[CH:18]=[CH:17][C:16]([O:19][CH2:20][C:21]([F:24])([F:22])[F:23])=[CH:15][N:14]=2)=[N:11][N:10]=[C:9]1[CH:25]=[CH:26][C:27]1[O:28][C:42]([C:41]2[CH:46]=[CH:47][C:38]([C:36]#[N:37])=[CH:39][CH:40]=2)=[N:44][N:45]=1. (3) Given the reactants [N+:1]([C:4]1[CH:5]=[CH:6][C:7]([CH:10](C(OCC)=O)[C:11]([O:13][CH2:14][CH3:15])=[O:12])=[N:8][CH:9]=1)([O-:3])=[O:2].[Cl-].[Na+].O, predict the reaction product. The product is: [N+:1]([C:4]1[CH:5]=[CH:6][C:7]([CH2:10][C:11]([O:13][CH2:14][CH3:15])=[O:12])=[N:8][CH:9]=1)([O-:3])=[O:2].